From a dataset of Orexin1 receptor HTS with 218,158 compounds and 233 confirmed actives. Binary Classification. Given a drug SMILES string, predict its activity (active/inactive) in a high-throughput screening assay against a specified biological target. The compound is O(c1c(C(=O)NCCCCNC(=O)c2c(OCC)cccc2)cccc1)CC. The result is 1 (active).